This data is from Full USPTO retrosynthesis dataset with 1.9M reactions from patents (1976-2016). The task is: Predict the reactants needed to synthesize the given product. (1) The reactants are: [CH3:1][N:2]([CH2:10][CH2:11][N:12]([CH3:34])[CH2:13][C:14]1[N:23]([C:24]2[CH:29]=[CH:28][CH:27]=[CH:26][CH:25]=2)[C:22](=[O:30])[C:21]2[C:16](=[CH:17][CH:18]=[C:19]([N+:31]([O-:33])=[O:32])[CH:20]=2)[N:15]=1)C(=O)OC(C)(C)C.C(O)(C(F)(F)F)=O.O.C([O-])([O-])=O.[Na+].[Na+]. Given the product [CH3:1][N:2]1[CH2:10][CH2:11][N:12]([CH3:34])[CH2:13]/[C:14]/1=[N:15]\[C:16]1[CH:17]=[CH:18][C:19]([N+:31]([O-:33])=[O:32])=[CH:20][C:21]=1[C:22]([NH:23][C:24]1[CH:29]=[CH:28][CH:27]=[CH:26][CH:25]=1)=[O:30], predict the reactants needed to synthesize it. (2) The reactants are: [Cl:1][C:2]1[CH:7]=[CH:6][CH:5]=[C:4]([Cl:8])[C:3]=1[NH:9][C:10]([NH:12][C:13]1[CH:17]=[C:16]([C:18]2[CH:23]=[CH:22][N:21]=[CH:20][CH:19]=2)[S:15][C:14]=1[C:24](O)=[O:25])=[O:11].CN(C(ON1N=NC2C=CC=NC1=2)=[N+](C)C)C.F[P-](F)(F)(F)(F)F.CCN(C(C)C)C(C)C.Cl.[NH2:61][C@@H:62]([CH:67]1[CH2:72][CH2:71][CH2:70][CH2:69][CH2:68]1)[C:63]([O:65][CH3:66])=[O:64]. Given the product [CH:67]1([C@H:62]([NH:61][C:24]([C:14]2[S:15][C:16]([C:18]3[CH:23]=[CH:22][N:21]=[CH:20][CH:19]=3)=[CH:17][C:13]=2[NH:12][C:10]([NH:9][C:3]2[C:2]([Cl:1])=[CH:7][CH:6]=[CH:5][C:4]=2[Cl:8])=[O:11])=[O:25])[C:63]([O:65][CH3:66])=[O:64])[CH2:72][CH2:71][CH2:70][CH2:69][CH2:68]1, predict the reactants needed to synthesize it.